Task: Predict the reaction yield, written as a fraction of the theoretical maximum amount of product (1.0 means a 100% yield; for example, 0.34 means a 34% yield).. Dataset: Reaction yield outcomes from USPTO patents with 853,638 reactions (1) The catalyst is CO.CC(C)[O-].[Ti+4].CC(C)[O-].CC(C)[O-].CC(C)[O-]. The product is [CH:1]([O:4][C:5]([N:7]1[CH:12]([CH2:13][CH3:14])[CH2:11][CH:10]([NH:24][CH2:23][C:22]2[CH:25]=[C:26]([C:28]([F:29])([F:30])[F:31])[CH:27]=[C:20]([C:19]([F:18])([F:32])[F:33])[CH:21]=2)[CH2:9][CH:8]1[CH2:16][CH3:17])=[O:6])([CH3:3])[CH3:2]. The yield is 0.640. The reactants are [CH:1]([O:4][C:5]([N:7]1[CH:12]([CH2:13][CH3:14])[CH2:11][C:10](=O)[CH2:9][CH:8]1[CH2:16][CH3:17])=[O:6])([CH3:3])[CH3:2].[F:18][C:19]([F:33])([F:32])[C:20]1[CH:21]=[C:22]([CH:25]=[C:26]([C:28]([F:31])([F:30])[F:29])[CH:27]=1)[CH2:23][NH2:24].[BH4-].[Na+]. (2) The reactants are [NH2:1][C:2]1[C:11]2[C:6](=[CH:7][CH:8]=[CH:9][C:10]=2[O:12][CH2:13][C:14]([NH2:17])([CH3:16])[CH3:15])[N:5]=[C:4]([CH3:18])[C:3]=1[C:19]([O:21][CH2:22][CH3:23])=[O:20].[C:24](O)(=[O:31])[C:25]1[CH:30]=[CH:29][N:28]=[CH:27][CH:26]=1.CCN=C=NCCCN(C)C.C1C=CC2N(O)N=NC=2C=1.C(N(CC)CC)C. The yield is 0.830. The product is [NH2:1][C:2]1[C:11]2[C:6](=[CH:7][CH:8]=[CH:9][C:10]=2[O:12][CH2:13][C:14]([NH:17][C:24](=[O:31])[C:25]2[CH:30]=[CH:29][N:28]=[CH:27][CH:26]=2)([CH3:16])[CH3:15])[N:5]=[C:4]([CH3:18])[C:3]=1[C:19]([O:21][CH2:22][CH3:23])=[O:20]. The catalyst is CN(C=O)C. (3) The reactants are [Br:1][C:2]1[CH:15]=[CH:14][C:5]([C:6]([C:8]2[CH:13]=[CH:12][CH:11]=[CH:10][CH:9]=2)=O)=[CH:4][CH:3]=1. The catalyst is C1COCC1.Cl[Ti](Cl)(Cl)Cl.[Zn]. The product is [Br:1][C:2]1[CH:15]=[CH:14][C:5]([C:6]([C:8]2[CH:13]=[CH:12][CH:11]=[CH:10][CH:9]=2)=[C:6]([C:5]2[CH:4]=[CH:3][C:2]([Br:1])=[CH:15][CH:14]=2)[C:8]2[CH:9]=[CH:10][CH:11]=[CH:12][CH:13]=2)=[CH:4][CH:3]=1. The yield is 0.950. (4) The reactants are [F:1][C:2]1[CH:7]=[CH:6][C:5]([C:8]2[C:16]3[C:11](=[CH:12][CH:13]=[C:14]([NH2:17])[CH:15]=3)[N:10](OCCOC)[N:9]=2)=[CH:4][CH:3]=1.[F:23][C:24]1[CH:29]=[CH:28][C:27]([N:30]=[C:31]=[O:32])=[CH:26][CH:25]=1. The catalyst is O1CCOCC1. The product is [F:1][C:2]1[CH:3]=[CH:4][C:5]([C:8]2[C:16]3[C:11](=[CH:12][CH:13]=[C:14]([NH:17][C:31]([NH:30][C:27]4[CH:28]=[CH:29][C:24]([F:23])=[CH:25][CH:26]=4)=[O:32])[CH:15]=3)[NH:10][N:9]=2)=[CH:6][CH:7]=1. The yield is 0.190.